This data is from Reaction yield outcomes from USPTO patents with 853,638 reactions. The task is: Predict the reaction yield, written as a fraction of the theoretical maximum amount of product (1.0 means a 100% yield; for example, 0.34 means a 34% yield). The reactants are [Cl:1][C:2]1[C:7]([C:8]([F:11])([F:10])[F:9])=[CH:6][C:5]([N+:12]([O-])=O)=[CH:4][N:3]=1. The catalyst is C(O)(=O)C.[Fe]. The product is [Cl:1][C:2]1[N:3]=[CH:4][C:5]([NH2:12])=[CH:6][C:7]=1[C:8]([F:11])([F:9])[F:10]. The yield is 0.519.